Dataset: Forward reaction prediction with 1.9M reactions from USPTO patents (1976-2016). Task: Predict the product of the given reaction. (1) The product is: [Cl:20][C:6]1[CH:5]=[N:4][CH:3]=[C:2]([Cl:1])[C:7]=1[S:8][C:9]1[S:13][C:12]([C:14]([NH:21][C:22]2[CH:27]=[CH:26][C:25]([OH:28])=[CH:24][CH:23]=2)=[O:16])=[CH:11][C:10]=1[N+:17]([O-:19])=[O:18]. Given the reactants [Cl:1][C:2]1[CH:3]=[N:4][CH:5]=[C:6]([Cl:20])[C:7]=1[S:8][C:9]1[S:13][C:12]([C:14]([OH:16])=O)=[CH:11][C:10]=1[N+:17]([O-:19])=[O:18].[NH2:21][C:22]1[CH:27]=[CH:26][C:25]([OH:28])=[CH:24][CH:23]=1, predict the reaction product. (2) Given the reactants [C:1]([NH:4][C:5]1[CH:14]=[CH:13][C:12]2[C:7](=[CH:8][CH:9]=[C:10]([CH2:15][C:16]#[N:17])[CH:11]=2)[N:6]=1)(=[O:3])[CH3:2].N.C1C=C2C(C(O)(O)C(=O)C2=CC=1)=O, predict the reaction product. The product is: [C:1]([NH:4][C:5]1[CH:14]=[CH:13][C:12]2[C:7](=[CH:8][CH:9]=[C:10]([CH2:15][CH2:16][NH2:17])[CH:11]=2)[N:6]=1)(=[O:3])[CH3:2]. (3) Given the reactants Cl.[NH2:2][OH:3].C(N(CC)CC)C.[F:11][C:12]1[CH:17]=[CH:16][C:15]([N:18]2[C:22]([CH2:23][CH:24]([CH3:26])[CH3:25])=[CH:21][C:20]([CH:27]=O)=[N:19]2)=[CH:14][CH:13]=1, predict the reaction product. The product is: [F:11][C:12]1[CH:17]=[CH:16][C:15]([N:18]2[C:22]([CH2:23][CH:24]([CH3:26])[CH3:25])=[CH:21][C:20]([CH:27]=[N:2][OH:3])=[N:19]2)=[CH:14][CH:13]=1. (4) Given the reactants [OH:1][CH2:2][CH2:3][C:4]1[CH:9]=[CH:8][C:7]([N:10]=[N:11][C:12]2[CH:17]=[C:16]([CH3:18])[CH:15]=[CH:14][C:13]=2[OH:19])=[CH:6][CH:5]=1.COC1C=CC(O)=CC=1.N1C=CC=CC=1.[C:35](Cl)(=[O:39])[C:36]([CH3:38])=[CH2:37], predict the reaction product. The product is: [C:35]([O:1][CH2:2][CH2:3][C:4]1[CH:5]=[CH:6][C:7]([N:10]=[N:11][C:12]2[CH:17]=[C:16]([CH3:18])[CH:15]=[CH:14][C:13]=2[OH:19])=[CH:8][CH:9]=1)(=[O:39])[C:36]([CH3:38])=[CH2:37].